This data is from Forward reaction prediction with 1.9M reactions from USPTO patents (1976-2016). The task is: Predict the product of the given reaction. (1) The product is: [O:11]1[CH2:12][CH2:13][CH:8]([O:33][C:30]2[CH:29]=[CH:28][C:27]([C:26]3[C:19]4=[N:18][S:17](=[O:34])(=[O:16])[CH2:22][CH2:21][N:20]4[CH:23]=[CH:24][CH:25]=3)=[CH:32][CH:31]=2)[CH2:9][CH2:10]1. Given the reactants C(=O)([O-])[O-].[K+].[K+].Br[CH:8]1[CH2:13][CH2:12][O:11][CH2:10][CH2:9]1.[I-].[Na+].[O:16]=[S:17]1(=[O:34])[CH2:22][CH2:21][N:20]2[CH:23]=[CH:24][CH:25]=[C:26]([C:27]3[CH:32]=[CH:31][C:30]([OH:33])=[CH:29][CH:28]=3)[C:19]2=[N:18]1.[OH-].[Na+], predict the reaction product. (2) Given the reactants [CH3:1][NH:2][C:3](=[O:13])[C@H:4]([CH2:6][C:7]1[CH:12]=[CH:11][CH:10]=[CH:9][CH:8]=1)[NH2:5].[CH3:14][C:15]([CH3:19])([CH3:18])[CH:16]=O, predict the reaction product. The product is: [CH2:6]([C@@H:4]1[NH:5][C@H:16]([C:15]([CH3:19])([CH3:18])[CH3:14])[N:2]([CH3:1])[C:3]1=[O:13])[C:7]1[CH:12]=[CH:11][CH:10]=[CH:9][CH:8]=1.